Dataset: Peptide-MHC class I binding affinity with 185,985 pairs from IEDB/IMGT. Task: Regression. Given a peptide amino acid sequence and an MHC pseudo amino acid sequence, predict their binding affinity value. This is MHC class I binding data. (1) The peptide sequence is KGPVIQMY. The MHC is Mamu-A01 with pseudo-sequence Mamu-A01. The binding affinity (normalized) is 0.490. (2) The peptide sequence is GYMFESKSM. The MHC is HLA-B07:02 with pseudo-sequence HLA-B07:02. The binding affinity (normalized) is 0.0847. (3) The peptide sequence is HNASDFYGL. The MHC is HLA-A02:06 with pseudo-sequence HLA-A02:06. The binding affinity (normalized) is 0.0769.